This data is from Reaction yield outcomes from USPTO patents with 853,638 reactions. The task is: Predict the reaction yield, written as a fraction of the theoretical maximum amount of product (1.0 means a 100% yield; for example, 0.34 means a 34% yield). (1) The yield is 0.870. The reactants are Cl([O-])=O.[Na+].P([O-])(O)(O)=[O:6].[Na+].[Cl:11][C:12]1[CH:13]=[C:14]2[C:19](=[CH:20][CH:21]=1)[N:18]=[C:17]([CH:22]=[O:23])[CH:16]=[CH:15]2. The product is [Cl:11][C:12]1[CH:13]=[C:14]2[C:19](=[CH:20][CH:21]=1)[N:18]=[C:17]([C:22]([OH:6])=[O:23])[CH:16]=[CH:15]2. The catalyst is O.C(O)(C)(C)C.CC(=CC)C. (2) The reactants are [CH3:1][C:2]1[O:6][N:5]=[C:4]([C:7]2[CH:12]=[CH:11][N:10]=[CH:9][CH:8]=2)[C:3]=1[CH2:13][O:14][C:15]1[CH:23]=[CH:22][C:18]([C:19]([OH:21])=O)=[CH:17][N:16]=1.[NH:24]1[CH2:29][CH2:28][O:27][CH2:26][CH2:25]1. No catalyst specified. The product is [CH3:1][C:2]1[O:6][N:5]=[C:4]([C:7]2[CH:8]=[CH:9][N:10]=[CH:11][CH:12]=2)[C:3]=1[CH2:13][O:14][C:15]1[N:16]=[CH:17][C:18]([C:19]([N:24]2[CH2:29][CH2:28][O:27][CH2:26][CH2:25]2)=[O:21])=[CH:22][CH:23]=1. The yield is 0.510. (3) The reactants are [C:1]([O:5][C:6]([NH:8][C:9]1[S:10][CH:11]=[C:12]([O:14][S:15]([C:18]([F:21])([F:20])[F:19])(=[O:17])=[O:16])[N:13]=1)=[O:7])([CH3:4])([CH3:3])[CH3:2].[CH3:22][O:23][C:24]1[CH:31]=[CH:30][C:27]([CH2:28]Cl)=[CH:26][CH:25]=1.C1CCN2C(=NCCC2)CC1. The catalyst is O1CCOCC1.CCOCC. The product is [C:1]([O:5][C:6]([N:8]([CH2:28][C:27]1[CH:30]=[CH:31][C:24]([O:23][CH3:22])=[CH:25][CH:26]=1)[C:9]1[S:10][CH:11]=[C:12]([O:14][S:15]([C:18]([F:20])([F:19])[F:21])(=[O:16])=[O:17])[N:13]=1)=[O:7])([CH3:4])([CH3:2])[CH3:3]. The yield is 0.780. (4) The reactants are [CH3:1][C:2]([C:5]1[C:10]([C:11]2[CH:16]=[C:15]([O:17][CH3:18])[CH:14]=[CH:13][C:12]=2[F:19])=[CH:9][C:8]([CH2:20][O:21][C:22]2[CH:27]=[CH:26][C:25]([C@H:28]([C:34]#[C:35][CH2:36][CH3:37])[CH2:29][C:30]([O:32]C)=[O:31])=[CH:24][CH:23]=2)=[CH:7][CH:6]=1)([CH3:4])[CH3:3].C1COCC1.CCO.[OH-].[Na+]. The yield is 0.560. The product is [CH3:4][C:2]([C:5]1[C:10]([C:11]2[CH:16]=[C:15]([O:17][CH3:18])[CH:14]=[CH:13][C:12]=2[F:19])=[CH:9][C:8]([CH2:20][O:21][C:22]2[CH:23]=[CH:24][C:25]([C@H:28]([C:34]#[C:35][CH2:36][CH3:37])[CH2:29][C:30]([OH:32])=[O:31])=[CH:26][CH:27]=2)=[CH:7][CH:6]=1)([CH3:1])[CH3:3]. No catalyst specified.